This data is from Forward reaction prediction with 1.9M reactions from USPTO patents (1976-2016). The task is: Predict the product of the given reaction. (1) Given the reactants [CH3:1][C:2]1([CH3:27])[O:6][CH:5]([CH2:7][O:8][C:9]2[CH:14]=[CH:13][CH:12]=[CH:11][C:10]=2[C:15]2[CH:16]=[CH:17][C:18]3[N:19]([C:21]([C:24]([OH:26])=O)=[CH:22][N:23]=3)[N:20]=2)[CH2:4][O:3]1.[O:28]1[CH2:33][CH2:32][N:31]([C:34]2[N:39]=[C:38]([NH2:40])[CH:37]=[CH:36][CH:35]=2)[CH2:30][CH2:29]1.CN(C(ON1N=NC2C=CC=NC1=2)=[N+](C)C)C.F[P-](F)(F)(F)(F)F.O1CCN(CC2N=C(NC(C3N4N=C(C5C=CC=CC=5C(F)(F)F)C=CC4=NC=3)=O)C=CC=2)CC1, predict the reaction product. The product is: [CH3:1][C:2]1([CH3:27])[O:6][CH:5]([CH2:7][O:8][C:9]2[CH:14]=[CH:13][CH:12]=[CH:11][C:10]=2[C:15]2[CH:16]=[CH:17][C:18]3[N:19]([C:21]([C:24]([NH:40][C:38]4[CH:37]=[CH:36][CH:35]=[C:34]([N:31]5[CH2:32][CH2:33][O:28][CH2:29][CH2:30]5)[N:39]=4)=[O:26])=[CH:22][N:23]=3)[N:20]=2)[CH2:4][O:3]1. (2) Given the reactants [BH4-].[Na+].[Cl-].[Ca+2].[Cl-].C(O)C.[Cl:9][C:10]1[N:20]=[CH:19][C:18]([CH2:21][N:22]2[C:26]([CH3:27])=[C:25]([C:28]3[CH:33]=[CH:32][C:31]([C:34]#[N:35])=[C:30]([Cl:36])[CH:29]=3)[C:24]([CH3:37])=[N:23]2)=[CH:17][C:11]=1[C:12](OCC)=[O:13], predict the reaction product. The product is: [Cl:36][C:30]1[CH:29]=[C:28]([C:25]2[C:24]([CH3:37])=[N:23][N:22]([CH2:21][C:18]3[CH:19]=[N:20][C:10]([Cl:9])=[C:11]([CH2:12][OH:13])[CH:17]=3)[C:26]=2[CH3:27])[CH:33]=[CH:32][C:31]=1[C:34]#[N:35]. (3) Given the reactants [H-].[Na+].[OH:3][C:4]1[CH:13]=[C:12]([N:14]2[CH2:18][CH2:17][C@@H:16]([N:19]([CH3:21])[CH3:20])[CH2:15]2)[CH:11]=[C:10]2[C:5]=1[C:6](=[O:22])[NH:7][CH:8]=[N:9]2.[C:23]([O:29][CH2:30]Cl)(=[O:28])[C:24]([CH3:27])([CH3:26])[CH3:25], predict the reaction product. The product is: [CH3:21][N:19]([CH3:20])[C@@H:16]1[CH2:17][CH2:18][N:14]([C:12]2[CH:11]=[C:10]3[C:5]([C:6](=[O:22])[N:7]([CH2:30][O:29][C:23](=[O:28])[C:24]([CH3:27])([CH3:26])[CH3:25])[CH:8]=[N:9]3)=[C:4]([OH:3])[CH:13]=2)[CH2:15]1. (4) Given the reactants [F:1][C:2]([F:14])([F:13])[C:3]([NH:5][NH:6][C:7]1[CH:12]=[N:11][CH:10]=[CH:9][N:8]=1)=O.[NH4+].[OH-], predict the reaction product. The product is: [F:1][C:2]([F:14])([F:13])[C:3]1[N:8]2[CH:9]=[CH:10][N:11]=[CH:12][C:7]2=[N:6][N:5]=1. (5) Given the reactants [O:1]=[C:2]1[NH:7][C:6]2[CH:8]=[CH:9][C:10]([CH2:12][CH2:13][C:14]([OH:16])=O)=[CH:11][C:5]=2[O:4][CH2:3]1.[Al+3].[Cl-].[Cl-].[Cl-].[Li+].[Cl-].Cl, predict the reaction product. The product is: [C:14]1(=[O:16])[C:9]2=[CH:8][C:6]3[NH:7][C:2](=[O:1])[CH2:3][O:4][C:5]=3[CH:11]=[C:10]2[CH2:12][CH2:13]1.